This data is from Catalyst prediction with 721,799 reactions and 888 catalyst types from USPTO. The task is: Predict which catalyst facilitates the given reaction. (1) Reactant: [F:1][C:2]1[CH:8]=[CH:7][C:5]([NH2:6])=[CH:4][CH:3]=1.[Cl:9][C:10]1[CH:18]=[CH:17][C:13]([C:14](Cl)=[O:15])=[CH:12][N:11]=1.C(N(CC)CC)C. Product: [Cl:9][C:10]1[CH:18]=[CH:17][C:13]([C:14]([NH:6][C:5]2[CH:7]=[CH:8][C:2]([F:1])=[CH:3][CH:4]=2)=[O:15])=[CH:12][N:11]=1. The catalyst class is: 4. (2) Reactant: [Br:1][C:2]1[CH:3]=[CH:4][C:5]([CH:8]=O)=[N:6][CH:7]=1.[NH:10]1[CH2:15][CH2:14][O:13][CH2:12][CH2:11]1.[BH-](OC(C)=O)(OC(C)=O)OC(C)=O.[Na+].C([O-])([O-])=O.[Na+].[Na+]. Product: [Br:1][C:2]1[CH:3]=[CH:4][C:5]([CH2:8][N:10]2[CH2:15][CH2:14][O:13][CH2:12][CH2:11]2)=[N:6][CH:7]=1. The catalyst class is: 34. (3) Reactant: [BrH:1].[O:2]1[CH2:7][CH2:6][N:5]([C:8]2[CH:9]=[C:10](N)[C:11]([N+:14]([O-:16])=[O:15])=[N:12][CH:13]=2)[CH2:4][CH2:3]1.N([O-])=O.[Na+]. Product: [Br:1][C:10]1[CH:9]=[C:8]([N:5]2[CH2:6][CH2:7][O:2][CH2:3][CH2:4]2)[CH:13]=[N:12][C:11]=1[N+:14]([O-:16])=[O:15]. The catalyst class is: 6. (4) Reactant: [CH2:1]([O:3][P:4]([CH2:9][C:10]1[CH:15]=[CH:14][C:13]([NH:16][C:17](=[O:33])[CH2:18][CH2:19][C:20]2[CH:21]=[N:22][O:23][C:24]=2[C:25]2[CH:30]=[CH:29][C:28]([S:31][CH3:32])=[CH:27][CH:26]=2)=[CH:12][CH:11]=1)([O:6][CH2:7][CH3:8])=[O:5])[CH3:2].ClC1C=CC=C(C(OO)=[O:42])C=1.S([O-])([O-])=O.[Na+].[Na+]. Product: [CH2:1]([O:3][P:4]([CH2:9][C:10]1[CH:11]=[CH:12][C:13]([NH:16][C:17](=[O:33])[CH2:18][CH2:19][C:20]2[CH:21]=[N:22][O:23][C:24]=2[C:25]2[CH:30]=[CH:29][C:28]([S:31]([CH3:32])=[O:42])=[CH:27][CH:26]=2)=[CH:14][CH:15]=1)([O:6][CH2:7][CH3:8])=[O:5])[CH3:2]. The catalyst class is: 7. (5) Reactant: Br[C:2]1[CH:7]=[CH:6][C:5]([C:8]2[N:12]([C:13]3[CH:18]=[CH:17][CH:16]=[CH:15][CH:14]=3)[C:11]3[CH:19]=[CH:20][CH:21]=[CH:22][C:10]=3[N:9]=2)=[CH:4][CH:3]=1.C([Li])CCC.[C:28]1([C:34]2[CH:47]=[C:46]([C:48]3[CH:53]=[CH:52][CH:51]=[CH:50][CH:49]=3)[C:45]3[C:36](=[C:37]4[C:42](=[CH:43][CH:44]=3)[C:41]([C:54]3[CH:59]=[CH:58][CH:57]=[CH:56][CH:55]=3)=[CH:40][CH:39]=[N:38]4)[N:35]=2)[CH:33]=[CH:32][CH:31]=[CH:30][CH:29]=1.O. Product: [C:28]1([C:34]2[CH:47]=[C:46]([C:48]3[CH:53]=[CH:52][CH:51]=[CH:50][CH:49]=3)[C:45]3[C:36](=[C:37]4[C:42](=[CH:43][CH:44]=3)[C:41]([C:54]3[CH:55]=[CH:56][CH:57]=[CH:58][CH:59]=3)=[CH:40][C:39]([C:2]3[CH:7]=[CH:6][C:5]([C:8]5[N:12]([C:13]6[CH:14]=[CH:15][CH:16]=[CH:17][CH:18]=6)[C:11]6[CH:19]=[CH:20][CH:21]=[CH:22][C:10]=6[N:9]=5)=[CH:4][CH:3]=3)=[N:38]4)[N:35]=2)[CH:33]=[CH:32][CH:31]=[CH:30][CH:29]=1. The catalyst class is: 1. (6) Reactant: [O:1]=[C:2]1[C:7]([C:14]2[CH:19]=[CH:18][CH:17]=[CH:16][CH:15]=2)([C:8]2[CH:13]=[CH:12][CH:11]=[CH:10][CH:9]=2)[CH2:6][CH2:5][CH2:4][N:3]1[CH2:20][C:21]([OH:23])=O.[Cl:24][C:25]1[CH:37]=[CH:36][C:28]([O:29][CH:30]2[CH2:35][CH2:34][NH:33][CH2:32][CH2:31]2)=[CH:27][CH:26]=1.C(N=C=NCCCN(C)C)C. Product: [Cl:24][C:25]1[CH:37]=[CH:36][C:28]([O:29][CH:30]2[CH2:31][CH2:32][N:33]([C:21](=[O:23])[CH2:20][N:3]3[CH2:4][CH2:5][CH2:6][C:7]([C:14]4[CH:19]=[CH:18][CH:17]=[CH:16][CH:15]=4)([C:8]4[CH:13]=[CH:12][CH:11]=[CH:10][CH:9]=4)[C:2]3=[O:1])[CH2:34][CH2:35]2)=[CH:27][CH:26]=1. The catalyst class is: 143.